This data is from Forward reaction prediction with 1.9M reactions from USPTO patents (1976-2016). The task is: Predict the product of the given reaction. (1) Given the reactants C(Cl)(=O)C(Cl)=O.[CH3:7][C:8]1[O:9][C:10]2[CH:16]=[C:15]([C:17]([OH:19])=O)[CH:14]=[C:13]([O:20][CH2:21][CH:22]([CH3:24])[CH3:23])[C:11]=2[CH:12]=1.[NH2:25][C:26]1[CH:31]=[CH:30][C:29]([C:32]([O:34][CH3:35])=[O:33])=[CH:28][N:27]=1, predict the reaction product. The product is: [CH3:7][C:8]1[O:9][C:10]2[CH:16]=[C:15]([C:17](=[O:19])[NH:25][C:26]3[CH:31]=[CH:30][C:29]([C:32]([O:34][CH3:35])=[O:33])=[CH:28][N:27]=3)[CH:14]=[C:13]([O:20][CH2:21][CH:22]([CH3:24])[CH3:23])[C:11]=2[CH:12]=1. (2) Given the reactants [CH:1]1([C:4]#[C:5][C:6]([C:8]2[CH:13]=[CH:12][C:11]([N+:14]([O-:16])=[O:15])=[CH:10][CH:9]=2)=O)[CH2:3][CH2:2]1.[CH3:17][NH:18][NH2:19], predict the reaction product. The product is: [CH:1]1([C:4]2[CH:5]=[C:6]([C:8]3[CH:13]=[CH:12][C:11]([N+:14]([O-:16])=[O:15])=[CH:10][CH:9]=3)[N:18]([CH3:17])[N:19]=2)[CH2:3][CH2:2]1. (3) Given the reactants [N:1]1[CH:6]=[CH:5][CH:4]=[CH:3][C:2]=1[C:7]1[CH:12]=[CH:11][C:10]([CH2:13][C:14]([O:16]C)=[O:15])=[CH:9][CH:8]=1.[OH-].[K+], predict the reaction product. The product is: [N:1]1[CH:6]=[CH:5][CH:4]=[CH:3][C:2]=1[C:7]1[CH:12]=[CH:11][C:10]([CH2:13][C:14]([OH:16])=[O:15])=[CH:9][CH:8]=1. (4) Given the reactants [CH3:1][C:2]1[NH:3][C:4]([C:8]2[CH:9]=[C:10]([CH:14]=[CH:15][C:16]=2[CH3:17])[C:11]([OH:13])=[O:12])=[C:5]([CH3:7])[N:6]=1.IC1NC([CH:24]2[CH2:28][CH2:27]C[O:25]2)=NC=1C.IC1NC(C)=NC=1C, predict the reaction product. The product is: [CH3:17][C:16]1[CH:15]=[CH:14][C:10]([C:11]([OH:13])=[O:12])=[CH:9][C:8]=1[C:4]1[NH:3][C:2]([CH:1]2[CH2:27][CH2:28][CH2:24][O:25]2)=[N:6][C:5]=1[CH3:7]. (5) Given the reactants Br[CH2:2][CH2:3][CH2:4][CH2:5][O:6][C:7]1[CH:22]=[CH:21][C:10]2[C:11]([C:14]3[CH:19]=[CH:18][C:17]([Br:20])=[CH:16][CH:15]=3)=[N:12][S:13][C:9]=2[CH:8]=1.[CH3:23][O:24][CH2:25][CH2:26][NH:27][CH3:28], predict the reaction product. The product is: [Br:20][C:17]1[CH:18]=[CH:19][C:14]([C:11]2[C:10]3[CH:21]=[CH:22][C:7]([O:6][CH2:5][CH2:4][CH2:3][CH2:2][N:27]([CH2:26][CH2:25][O:24][CH3:23])[CH3:28])=[CH:8][C:9]=3[S:13][N:12]=2)=[CH:15][CH:16]=1. (6) Given the reactants [CH2:1]([C:3]1[N:8]=[CH:7][C:6]([CH2:9]O)=[CH:5][CH:4]=1)[CH3:2].C1(P([N:25]=[N+:26]=[N-:27])(C2C=CC=CC=2)=O)C=CC=CC=1.N12CCCN=C1CCCCC2.O, predict the reaction product. The product is: [CH2:1]([C:3]1[N:8]=[CH:7][C:6]([CH2:9][N:25]=[N+:26]=[N-:27])=[CH:5][CH:4]=1)[CH3:2]. (7) Given the reactants [F:1][CH:2]([F:38])[C:3]([N:5]1[C@H:9]([CH2:10][F:11])[C@@H:8]([C:12]2[CH:17]=[CH:16][C:15]([C:18]3[CH:19]=[CH:20][C:21]([C:24](=[O:35])[CH2:25][CH2:26][NH:27]C(=O)OC(C)(C)C)=[N:22][CH:23]=3)=[CH:14][CH:13]=2)[O:7]C1(C)C)=[O:4].FC(F)(F)C(O)=O, predict the reaction product. The product is: [NH2:27][CH2:26][CH2:25][C:24]([C:21]1[N:22]=[CH:23][C:18]([C:15]2[CH:14]=[CH:13][C:12]([C@@H:8]([OH:7])[C@H:9]([NH:5][C:3](=[O:4])[CH:2]([F:38])[F:1])[CH2:10][F:11])=[CH:17][CH:16]=2)=[CH:19][CH:20]=1)=[O:35]. (8) Given the reactants [ClH:1].CN(C)C[C@H](C)[C@H](C1C=C(O)C=CC=1)CC.Cl.[CH3:19][N:20]([CH3:36])[CH2:21][C@H:22]([CH3:35])[C@@:23]([C:27]1[CH:32]=[CH:31][CH:30]=[C:29]([O:33][CH3:34])[CH:28]=1)(O)[CH2:24][CH3:25].S(Cl)([Cl:39])=O, predict the reaction product. The product is: [ClH:39].[Cl:1][C@@:23]([C:27]1[CH:32]=[CH:31][CH:30]=[C:29]([O:33][CH3:34])[CH:28]=1)([CH2:24][CH3:25])[C@@H:22]([CH3:35])[CH2:21][N:20]([CH3:36])[CH3:19]. (9) Given the reactants [CH2:1]([O:3][C:4]([C:6]1[C:7](=O)[C:8]2[C:13]([C:14]=1[C:15]1[CH:20]=[CH:19][CH:18]=[CH:17][CH:16]=1)=[CH:12][CH:11]=[C:10]([O:21][CH2:22][CH2:23][CH2:24][C:25]1[CH:30]=[CH:29][CH:28]=[CH:27][CH:26]=1)[CH:9]=2)=[O:5])[CH3:2].[OH:32][NH2:33].Cl.N1C=CC=CC=1, predict the reaction product. The product is: [CH2:1]([O:3][C:4]([C:6]1[C:7](=[N:33][OH:32])[C:8]2[C:13]([C:14]=1[C:15]1[CH:20]=[CH:19][CH:18]=[CH:17][CH:16]=1)=[CH:12][CH:11]=[C:10]([O:21][CH2:22][CH2:23][CH2:24][C:25]1[CH:30]=[CH:29][CH:28]=[CH:27][CH:26]=1)[CH:9]=2)=[O:5])[CH3:2]. (10) Given the reactants [CH2:1]([OH:6])[CH:2]([OH:5])[CH:3]=[CH2:4].[CH3:7][C:8]([CH3:10])=O.COC(OC)(C)C.C1(C)C=CC(S(O)(=O)=O)=CC=1, predict the reaction product. The product is: [CH3:7][C:8]1([CH3:10])[O:5][CH:2]([CH:3]=[CH2:4])[CH2:1][O:6]1.